This data is from Full USPTO retrosynthesis dataset with 1.9M reactions from patents (1976-2016). The task is: Predict the reactants needed to synthesize the given product. (1) The reactants are: [F:1][C:2]1[CH:3]=[C:4]([NH:28][CH:29]2[CH2:32][N:31](C(OC(C)(C)C)=O)[CH2:30]2)[CH:5]=[C:6]([F:27])[C:7]=1[C@@H:8]1[C:13]2[NH:14][C:15]3[C:20]([C:12]=2[CH2:11][C@@H:10]([CH3:21])[N:9]1[CH2:22][C:23]([F:26])([F:25])[F:24])=[CH:19][CH:18]=[CH:17][CH:16]=3.S(=O)(=O)(O)O.C([O-])(O)=O.[Na+]. Given the product [F:1][C:2]1[CH:3]=[C:4]([NH:28][CH:29]2[CH2:30][NH:31][CH2:32]2)[CH:5]=[C:6]([F:27])[C:7]=1[C@@H:8]1[C:13]2[NH:14][C:15]3[C:20]([C:12]=2[CH2:11][C@@H:10]([CH3:21])[N:9]1[CH2:22][C:23]([F:25])([F:26])[F:24])=[CH:19][CH:18]=[CH:17][CH:16]=3, predict the reactants needed to synthesize it. (2) The reactants are: C(OC([N:8]1[CH2:11][CH:10]([O:12][C:13]2[CH:14]=[N:15][CH:16]=[CH:17][CH:18]=2)[CH2:9]1)=O)(C)(C)C.C(O)(C(F)(F)F)=O. Given the product [NH:8]1[CH2:9][CH:10]([O:12][C:13]2[CH:14]=[N:15][CH:16]=[CH:17][CH:18]=2)[CH2:11]1, predict the reactants needed to synthesize it. (3) The reactants are: [NH2:1][C:2]1[CH:3]=[C:4]([N:21]([C:29]2[N:34]=[C:33]([C:35]([F:38])([F:37])[F:36])[CH:32]=[CH:31][N:30]=2)[C:22](=[O:28])[O:23][C:24]([CH3:27])([CH3:26])[CH3:25])[CH:5]=[C:6]([C:8]2[S:12][C:11]([N:13]3[CH2:19][CH2:18][CH2:17][NH:16][C:15](=[O:20])[CH2:14]3)=[N:10][CH:9]=2)[CH:7]=1.C(N(CC)CC)C.[C:46](Cl)(=[O:48])[CH3:47]. Given the product [C:46]([NH:1][C:2]1[CH:3]=[C:4]([N:21]([C:29]2[N:34]=[C:33]([C:35]([F:36])([F:37])[F:38])[CH:32]=[CH:31][N:30]=2)[C:22](=[O:28])[O:23][C:24]([CH3:26])([CH3:27])[CH3:25])[CH:5]=[C:6]([C:8]2[S:12][C:11]([N:13]3[CH2:19][CH2:18][CH2:17][NH:16][C:15](=[O:20])[CH2:14]3)=[N:10][CH:9]=2)[CH:7]=1)(=[O:48])[CH3:47], predict the reactants needed to synthesize it. (4) Given the product [CH3:12][O:11][C:4]1[CH:3]=[C:2]([CH:7]=[CH:6][C:5]=1[N+:8]([O-:10])=[O:9])[O:19][CH:16]1[CH2:17][CH2:18][N:14]([CH3:13])[CH2:15]1, predict the reactants needed to synthesize it. The reactants are: F[C:2]1[CH:7]=[CH:6][C:5]([N+:8]([O-:10])=[O:9])=[C:4]([O:11][CH3:12])[CH:3]=1.[CH3:13][N:14]1[CH2:18][CH2:17][CH:16]([OH:19])[CH2:15]1. (5) Given the product [C:4]1([C:1](=[O:3])[CH2:2][C:22]([C:17]2[CH:18]=[CH:19][CH:20]=[CH:21][N:16]=2)=[O:23])[CH:9]=[CH:8][CH:7]=[CH:6][CH:5]=1, predict the reactants needed to synthesize it. The reactants are: [C:1]([C:4]1[CH:9]=[CH:8][CH:7]=[CH:6][CH:5]=1)(=[O:3])[CH3:2].CC(C)([O-])C.[K+].[N:16]1[CH:21]=[CH:20][CH:19]=[CH:18][C:17]=1[C:22](OCC)=[O:23]. (6) Given the product [CH2:1]([O:3][C:4]([C:6]1[NH:7][C:8]([CH3:11])=[C:9]([C:21](=[O:22])[CH2:20][C:17]2[CH:16]=[CH:15][C:14]([C:13]([F:24])([F:12])[F:25])=[CH:19][CH:18]=2)[CH:10]=1)=[O:5])[CH3:2], predict the reactants needed to synthesize it. The reactants are: [CH2:1]([O:3][C:4]([C:6]1[NH:7][C:8]([CH3:11])=[CH:9][CH:10]=1)=[O:5])[CH3:2].[F:12][C:13]([F:25])([F:24])[C:14]1[CH:19]=[CH:18][C:17]([CH2:20][C:21](Cl)=[O:22])=[CH:16][CH:15]=1. (7) Given the product [F:12][C:4]1[CH:3]=[C:2]([S:21]([CH3:19])(=[O:23])=[O:22])[CH:8]=[C:7]([C:9]#[C:10][CH3:11])[C:5]=1[NH2:6], predict the reactants needed to synthesize it. The reactants are: Cl[C:2]1[CH:8]=[C:7]([C:9]#[C:10][CH3:11])[C:5]([NH2:6])=[C:4]([F:12])[CH:3]=1.FC1C=[C:19]([S:21](C)(=[O:23])=[O:22])C=C(I)C=1N.C#CC. (8) Given the product [ClH:19].[Cl:19][CH2:13][C:12]1[C:3]([CH2:1][CH3:2])=[N:4][C:5]2[C:10]([CH:11]=1)=[CH:9][C:8]([O:15][CH3:16])=[CH:7][CH:6]=2, predict the reactants needed to synthesize it. The reactants are: [CH2:1]([C:3]1[C:12]([CH2:13]O)=[CH:11][C:10]2[C:5](=[CH:6][CH:7]=[C:8]([O:15][CH3:16])[CH:9]=2)[N:4]=1)[CH3:2].O=S(Cl)[Cl:19]. (9) Given the product [NH2:4][CH2:3][C:5]1([OH:18])[CH2:6][CH2:7][N:8]([C:11]([O:13][C:14]([CH3:16])([CH3:15])[CH3:17])=[O:12])[CH2:9][CH2:10]1, predict the reactants needed to synthesize it. The reactants are: [Li].[H-].[C:3]([C:5]1([OH:18])[CH2:10][CH2:9][N:8]([C:11]([O:13][C:14]([CH3:17])([CH3:16])[CH3:15])=[O:12])[CH2:7][CH2:6]1)#[N:4]. (10) The reactants are: [Cl:1][C:2]1[CH:7]=[C:6]([Cl:8])[CH:5]=[C:4]([CH3:9])[C:3]=1[OH:10].C(=O)([O-])[O-].[Cs+].[Cs+].[Cl:17][C:18]1[CH:19]=[C:20]([C:25]2[CH:37]=[CH:36][C:28]([C:29]([NH:31][S:32]([CH3:35])(=[O:34])=[O:33])=[O:30])=[CH:27][C:26]=2[CH3:38])[CH:21]=[N:22][C:23]=1F. Given the product [Cl:17][C:18]1[CH:19]=[C:20]([C:25]2[CH:37]=[CH:36][C:28]([C:29]([NH:31][S:32]([CH3:35])(=[O:33])=[O:34])=[O:30])=[CH:27][C:26]=2[CH3:38])[CH:21]=[N:22][C:23]=1[O:10][C:3]1[C:4]([CH3:9])=[CH:5][C:6]([Cl:8])=[CH:7][C:2]=1[Cl:1], predict the reactants needed to synthesize it.